Dataset: Full USPTO retrosynthesis dataset with 1.9M reactions from patents (1976-2016). Task: Predict the reactants needed to synthesize the given product. (1) Given the product [NH2:11][CH2:12][CH2:13][N:14]([CH2:29][CH2:30][NH2:31])[C:15]([CH2:17][O:18][CH2:19][CH2:20][O:21][CH2:22][CH2:23][O:24][CH2:25][C:26]([OH:28])=[O:27])=[O:16], predict the reactants needed to synthesize it. The reactants are: C(OC([NH:11][CH2:12][CH2:13][N:14]([CH2:29][CH2:30][NH:31]C(OCC1C=CC=CC=1)=O)[C:15]([CH2:17][O:18][CH2:19][CH2:20][O:21][CH2:22][CH2:23][O:24][CH2:25][C:26]([OH:28])=[O:27])=[O:16])=O)C1C=CC=CC=1.CC1C=C2N=C3C(=NC(NC3=O)=O)N(C[C@H](O)[C@H](O)[C@H](O)CO)C2=CC=1C.[H][H]. (2) Given the product [NH2:18][C:14]1[N:15]=[C:16]([CH3:17])[C:11]([CH2:10][C:9]2[CH:25]=[CH:26][C:6]([CH2:5][C:1]#[N:2])=[CH:7][CH:8]=2)=[C:12]([NH:19][CH2:20][CH2:21][CH2:22][CH2:23][CH3:24])[N:13]=1, predict the reactants needed to synthesize it. The reactants are: [C-:1]#[N:2].[K+].Cl[CH2:5][C:6]1[CH:26]=[CH:25][C:9]([CH2:10][C:11]2[C:12]([NH:19][CH2:20][CH2:21][CH2:22][CH2:23][CH3:24])=[N:13][C:14]([NH2:18])=[N:15][C:16]=2[CH3:17])=[CH:8][CH:7]=1. (3) The reactants are: [C:1]([C:3]1[CH:4]=[CH:5][C:6]([CH3:26])=[C:7]([NH:9][C:10](=[O:25])[C:11]2[CH:16]=[CH:15][C:14]([O:17][CH2:18][C:19]3[CH:24]=[CH:23][CH:22]=[CH:21][N:20]=3)=[CH:13][CH:12]=2)[CH:8]=1)#[CH:2].C[Si]([N:31]=[N+:32]=[N-:33])(C)C.C([O-])(O)=O.[Na+].O. Given the product [CH3:26][C:6]1[CH:5]=[CH:4][C:3]([C:1]2[N:31]=[N:32][NH:33][CH:2]=2)=[CH:8][C:7]=1[NH:9][C:10](=[O:25])[C:11]1[CH:16]=[CH:15][C:14]([O:17][CH2:18][C:19]2[CH:24]=[CH:23][CH:22]=[CH:21][N:20]=2)=[CH:13][CH:12]=1, predict the reactants needed to synthesize it.